Dataset: Full USPTO retrosynthesis dataset with 1.9M reactions from patents (1976-2016). Task: Predict the reactants needed to synthesize the given product. Given the product [F:15][C:16]1[CH:17]=[C:18]([C:23]2[C:24]3[N:25]([N:29]=[C:30]([NH:32][C:11]4([C:37]#[N:38])[CH2:12][CH2:13][N:8]([C:4]5[CH:3]=[C:2]([CH3:1])[N:7]=[CH:6][N:5]=5)[CH2:9][CH2:10]4)[N:31]=3)[CH:26]=[CH:27][CH:28]=2)[CH:19]=[CH:20][C:21]=1[F:22], predict the reactants needed to synthesize it. The reactants are: [CH3:1][C:2]1[N:7]=[CH:6][N:5]=[C:4]([N:8]2[CH2:13][CH2:12][C:11](=O)[CH2:10][CH2:9]2)[CH:3]=1.[F:15][C:16]1[CH:17]=[C:18]([C:23]2[C:24]3[N:25]([N:29]=[C:30]([NH2:32])[N:31]=3)[CH:26]=[CH:27][CH:28]=2)[CH:19]=[CH:20][C:21]=1[F:22].C[Si]([C:37]#[N:38])(C)C.